From a dataset of Full USPTO retrosynthesis dataset with 1.9M reactions from patents (1976-2016). Predict the reactants needed to synthesize the given product. (1) The reactants are: FC(F)(F)C(O)=O.[NH2:8][CH:9]([CH:12]1[CH2:15][CH:14]([O:16][CH2:17][C:18]2[CH:23]=[CH:22][CH:21]=[CH:20][CH:19]=2)[CH2:13]1)[CH2:10][OH:11].C(N(CC)CC)C.[Cl:31][CH:32]([CH3:36])[C:33](Cl)=[O:34]. Given the product [CH2:17]([O:16][CH:14]1[CH2:15][CH:12]([CH:9]([NH:8][C:33](=[O:34])[CH:32]([Cl:31])[CH3:36])[CH2:10][OH:11])[CH2:13]1)[C:18]1[CH:19]=[CH:20][CH:21]=[CH:22][CH:23]=1, predict the reactants needed to synthesize it. (2) Given the product [Cl:1][C:2]1[CH:3]=[C:4]2[C:8](=[CH:9][CH:10]=1)[N:7]([CH2:11][CH:12]([CH3:14])[CH3:13])[CH:6]=[C:5]2[C:15]([NH2:18])=[O:16], predict the reactants needed to synthesize it. The reactants are: [Cl:1][C:2]1[CH:3]=[C:4]2[C:8](=[CH:9][CH:10]=1)[N:7]([CH2:11][CH:12]([CH3:14])[CH3:13])[CH:6]=[C:5]2[C:15](Cl)=[O:16].[NH4+:18].[OH-]. (3) Given the product [CH2:12]([C:16]1[CH:21]=[CH:20][C:19]([C:2]2[CH:8]=[CH:7][C:5]([NH2:6])=[C:4]([N+:9]([O-:11])=[O:10])[CH:3]=2)=[CH:18][CH:17]=1)[CH2:13][CH2:14][CH3:15], predict the reactants needed to synthesize it. The reactants are: Br[C:2]1[CH:8]=[CH:7][C:5]([NH2:6])=[C:4]([N+:9]([O-:11])=[O:10])[CH:3]=1.[CH2:12]([C:16]1[CH:21]=[CH:20][C:19](B(O)O)=[CH:18][CH:17]=1)[CH2:13][CH2:14][CH3:15].[F-].[Cs+]. (4) Given the product [Cl:4][C:5]1[CH:6]=[C:7]2[C:12](=[CH:13][CH:14]=1)[NH:11][CH:10]([C:15]1[CH:16]=[C:17]([S:1]([Cl:28])(=[O:3])=[O:2])[CH:18]=[CH:19][CH:20]=1)[CH2:9][C:8]2([CH3:23])[CH3:22], predict the reactants needed to synthesize it. The reactants are: [S:1](=[O:3])=[O:2].[Cl:4][C:5]1[CH:6]=[C:7]2[C:12](=[CH:13][CH:14]=1)[NH:11][CH:10]([C:15]1[CH:16]=[C:17](N)[CH:18]=[CH:19][CH:20]=1)[CH2:9][C:8]2([CH3:23])[CH3:22].N([O-])=O.[Na+].[ClH:28]. (5) Given the product [OH:16][NH:15][C:14]([C:11]1([S:18][C:19]2[CH:20]=[CH:21][C:22]([O:25][CH2:26][C:27]#[C:28][CH3:29])=[CH:23][CH:24]=2)[CH2:12][CH2:13][NH:8][CH2:9][CH2:10]1)=[O:17], predict the reactants needed to synthesize it. The reactants are: C(OC([N:8]1[CH2:13][CH2:12][C:11]([S:18][C:19]2[CH:24]=[CH:23][C:22]([O:25][CH2:26][C:27]#[C:28][CH3:29])=[CH:21][CH:20]=2)([C:14](=[O:17])[NH:15][OH:16])[CH2:10][CH2:9]1)=O)(C)(C)C.Cl. (6) Given the product [Br:1][C:2]1[C:13]2[C:5](=[CH:6][C:7]([C:16]3[CH:21]=[CH:20][CH:19]=[CH:18][C:17]=3[Cl:22])=[C:8]3[C:12]=2[C:11](=[O:14])[NH:10][C:9]3=[O:15])[N:4]([CH2:23][CH2:24][CH2:25][N:33]2[CH2:32][C@H:31]([CH3:35])[NH:30][C@H:29]([CH3:28])[CH2:34]2)[CH:3]=1, predict the reactants needed to synthesize it. The reactants are: [Br:1][C:2]1[C:13]2[C:5](=[CH:6][C:7]([C:16]3[CH:21]=[CH:20][CH:19]=[CH:18][C:17]=3[Cl:22])=[C:8]3[C:12]=2[C:11](=[O:14])[NH:10][C:9]3=[O:15])[N:4]([CH2:23][CH2:24][CH2:25]Br)[CH:3]=1.[Br-].[CH3:28][C@H:29]1[CH2:34][NH:33][CH2:32][C@@H:31]([CH3:35])[NH:30]1. (7) Given the product [CH3:23][C:22]1[CH:17]=[CH:18][C:19]([NH:24][C:25](=[O:36])[C:26]2[CH:31]=[CH:30][CH:29]=[C:28]([C:32]([F:33])([F:34])[F:35])[CH:27]=2)=[CH:20][C:21]=1[NH:15][C:4]1[N:5]([C:7]2[CH:12]=[C:11]([S:13][CH3:14])[N:10]=[CH:9][N:8]=2)[N:6]=[C:2]([CH3:1])[CH:3]=1, predict the reactants needed to synthesize it. The reactants are: [CH3:1][C:2]1[CH:3]=[C:4]([NH2:15])[N:5]([C:7]2[CH:12]=[C:11]([S:13][CH3:14])[N:10]=[CH:9][N:8]=2)[N:6]=1.Br[C:17]1[CH:18]=[C:19]([NH:24][C:25](=[O:36])[C:26]2[CH:31]=[CH:30][CH:29]=[C:28]([C:32]([F:35])([F:34])[F:33])[CH:27]=2)[CH:20]=[CH:21][C:22]=1[CH3:23].C(=O)([O-])[O-].[Cs+].[Cs+].O1CCOCC1. (8) The reactants are: C(OC([N:8]1[CH2:13][CH2:12][N:11]([C:14]2[C:15]3[C:29]([O:30][CH3:31])=[CH:28][N:27]=[CH:26][C:16]=3[N:17]=[C:18]([C:20]3[CH:25]=[CH:24][N:23]=[CH:22][CH:21]=3)[N:19]=2)[CH2:10][CH:9]1[C:32](=[O:41])[NH:33][CH2:34][C:35]1[CH:40]=[CH:39][CH:38]=[CH:37][CH:36]=1)=O)(C)(C)C.C(OC(N1CCN(C2C3C(OC)=CN=CC=3N=C(C3C=CN=CC=3)N=2)CC1C(O)=O)=O)(C)(C)C.ON1C2C=CC=CC=2N=N1.CN1CCOCC1.C(N)C1C=CC=CC=1.Cl.CN(C)CCCN=C=NCC. Given the product [CH2:34]([NH:33][C:32]([CH:9]1[CH2:10][N:11]([C:14]2[C:15]3[C:29]([O:30][CH3:31])=[CH:28][N:27]=[CH:26][C:16]=3[N:17]=[C:18]([C:20]3[CH:25]=[CH:24][N:23]=[CH:22][CH:21]=3)[N:19]=2)[CH2:12][CH2:13][NH:8]1)=[O:41])[C:35]1[CH:40]=[CH:39][CH:38]=[CH:37][CH:36]=1, predict the reactants needed to synthesize it. (9) Given the product [Cl:22][C:21]1[C:16]2[CH:15]=[C:14]([C:11]3[CH2:12][CH2:13][NH:8][CH2:9][CH:10]=3)[NH:23][C:17]=2[N:18]=[CH:19][N:20]=1, predict the reactants needed to synthesize it. The reactants are: C(OC([N:8]1[CH2:13][CH:12]=[C:11]([C:14]2[NH:23][C:17]3[N:18]=[CH:19][N:20]=[C:21]([Cl:22])[C:16]=3[CH:15]=2)[CH2:10][CH2:9]1)=O)(C)(C)C.[OH-].[Na+].